From a dataset of Full USPTO retrosynthesis dataset with 1.9M reactions from patents (1976-2016). Predict the reactants needed to synthesize the given product. (1) Given the product [C:17]([C:10]1[CH:11]=[C:12]([C:14]([NH:54][C:53]2[CH:55]=[CH:56][C:50]([O:49][CH2:48][CH2:47][CH2:46][N:45]([CH3:59])[CH3:44])=[C:51]([O:57][CH3:58])[CH:52]=2)=[O:16])[S:13][C:9]=1[S:8][C:7]1[C:6]([Cl:19])=[CH:5][N:4]=[CH:3][C:2]=1[Cl:1])#[N:18], predict the reactants needed to synthesize it. The reactants are: [Cl:1][C:2]1[CH:3]=[N:4][CH:5]=[C:6]([Cl:19])[C:7]=1[S:8][C:9]1[S:13][C:12]([C:14]([OH:16])=O)=[CH:11][C:10]=1[C:17]#[N:18].F[P-](F)(F)(F)(F)F.N1(OC(N(C)C)=[N+](C)C)C2N=CC=CC=2N=N1.[CH3:44][N:45]([CH3:59])[CH2:46][CH2:47][CH2:48][O:49][C:50]1[CH:56]=[CH:55][C:53]([NH2:54])=[CH:52][C:51]=1[O:57][CH3:58]. (2) Given the product [CH3:18][C:5]1[O:6][C:7]2[C:8](=[N:9][CH:10]=[CH:11][CH:12]=2)[C:13]=1[OH:15], predict the reactants needed to synthesize it. The reactants are: C(OC(=O)[CH:5]([CH3:18])[O:6][C:7]1[C:8]([C:13]([O:15]CC)=O)=[N:9][CH:10]=[CH:11][CH:12]=1)C.[O-]CC.[Na+].C(=O)([O-])O.[Na+].[OH-].[Na+].